Dataset: Full USPTO retrosynthesis dataset with 1.9M reactions from patents (1976-2016). Task: Predict the reactants needed to synthesize the given product. (1) Given the product [NH2:20][CH2:23][C:24]1[CH:32]=[C:31]([C:33]2[C:41]3[C:36](=[N:37][CH:38]=[C:39]([C:42]4[CH:47]=[CH:46][CH:45]=[CH:44][CH:43]=4)[CH:40]=3)[NH:35][CH:34]=2)[CH:30]=[CH:29][C:25]=1[C:26]([OH:28])=[O:27], predict the reactants needed to synthesize it. The reactants are: C1(P(C2C=CC=CC=2)C2C=CC=CC=2)C=CC=CC=1.[N:20]([CH2:23][C:24]1[CH:32]=[C:31]([C:33]2[C:41]3[C:36](=[N:37][CH:38]=[C:39]([C:42]4[CH:47]=[CH:46][CH:45]=[CH:44][CH:43]=4)[CH:40]=3)[NH:35][CH:34]=2)[CH:30]=[CH:29][C:25]=1[C:26]([OH:28])=[O:27])=[N+]=[N-].O. (2) Given the product [F:26][C:21]1[CH:22]=[CH:23][CH:24]=[CH:25][C:20]=1[C:19]1[N:18]=[N:17][N:14]2[C:13]=1[CH2:12][O:11][C@@H:10]1[CH2:9][NH:8][CH2:16][C@@H:15]21, predict the reactants needed to synthesize it. The reactants are: C(OC([N:8]1[CH2:16][C@@H:15]2[C@H:10]([O:11][CH2:12][C:13]3[N:14]2[N:17]=[N:18][C:19]=3[C:20]2[CH:25]=[CH:24][CH:23]=[CH:22][C:21]=2[F:26])[CH2:9]1)=O)(C)(C)C.Cl.C1(N)C(F)=C(F)C(F)=C(N)C=1F.Cl.Cl.